From a dataset of Forward reaction prediction with 1.9M reactions from USPTO patents (1976-2016). Predict the product of the given reaction. (1) Given the reactants [CH2:1]([N:8]1[C:16]([C:17]2[CH:18]=[C:19]([CH:30]=[CH:31][CH:32]=2)[O:20][CH2:21][C:22]2[CH:29]=[CH:28][C:25]([C:26]#[N:27])=[CH:24][CH:23]=2)=[C:15]2[C:10]([C:11]([C:33]([F:36])([F:35])[F:34])=[CH:12][CH:13]=[CH:14]2)=[N:9]1)[C:2]1[CH:7]=[CH:6][CH:5]=[CH:4][CH:3]=1.C[Si]([N:41]=[N+:42]=[N-:43])(C)C.C([Sn](=O)CCCC)CCC, predict the reaction product. The product is: [CH2:1]([N:8]1[C:16]([C:17]2[CH:32]=[CH:31][CH:30]=[C:19]([O:20][CH2:21][C:22]3[CH:29]=[CH:28][C:25]([C:26]4[NH:43][N:42]=[N:41][N:27]=4)=[CH:24][CH:23]=3)[CH:18]=2)=[C:15]2[C:10]([C:11]([C:33]([F:36])([F:34])[F:35])=[CH:12][CH:13]=[CH:14]2)=[N:9]1)[C:2]1[CH:3]=[CH:4][CH:5]=[CH:6][CH:7]=1. (2) The product is: [Cl:1][C:2]1[CH:28]=[CH:27][CH:26]=[C:25]([Cl:29])[C:3]=1[C:4]([NH:6][C@H:7]([C:21]([OH:23])=[O:22])[CH2:8][C:9]1[CH:10]=[CH:11][C:12]([C:15]2[CH2:16][CH2:17][N:18]([C:38]([NH:37][C:32]3[CH:33]=[CH:34][CH:35]=[CH:36][C:31]=3[F:30])=[O:39])[CH2:19][CH:20]=2)=[CH:13][CH:14]=1)=[O:5]. Given the reactants [Cl:1][C:2]1[CH:28]=[CH:27][CH:26]=[C:25]([Cl:29])[C:3]=1[C:4]([NH:6][C@H:7]([C:21]([O:23]C)=[O:22])[CH2:8][C:9]1[CH:14]=[CH:13][C:12]([C:15]2[CH2:16][CH2:17][NH:18][CH2:19][CH:20]=2)=[CH:11][CH:10]=1)=[O:5].[F:30][C:31]1[CH:36]=[CH:35][CH:34]=[CH:33][C:32]=1[N:37]=[C:38]=[O:39].O.[OH-].[Li+], predict the reaction product. (3) Given the reactants [C:1]([O:5][C:6]([NH:8][C@H:9]1[CH2:14][CH2:13][C@H:12]([C:15]([OH:17])=[O:16])[CH2:11][CH2:10]1)=[O:7])([CH3:4])([CH3:3])[CH3:2].IC.[C:20](=O)([O-])[O-].[K+].[K+], predict the reaction product. The product is: [C:1]([O:5][C:6]([NH:8][C@H:9]1[CH2:10][CH2:11][C@H:12]([C:15]([O:17][CH3:20])=[O:16])[CH2:13][CH2:14]1)=[O:7])([CH3:4])([CH3:2])[CH3:3]. (4) Given the reactants [CH2:1]([C:3]1[C:12]([C:13]2[CH:18]=[CH:17][CH:16]=[CH:15][N:14]=2)=[C:11]([C:19]([NH2:21])=O)[C:10]2[C:5](=[CH:6][CH:7]=[C:8]([F:22])[CH:9]=2)[N:4]=1)[CH3:2].N1C=CC=CC=1.FC(F)(F)C(OC(=O)C(F)(F)F)=O, predict the reaction product. The product is: [CH2:1]([C:3]1[C:12]([C:13]2[CH:18]=[CH:17][CH:16]=[CH:15][N:14]=2)=[C:11]([C:19]#[N:21])[C:10]2[C:5](=[CH:6][CH:7]=[C:8]([F:22])[CH:9]=2)[N:4]=1)[CH3:2]. (5) Given the reactants [C:1]1(B(O)O)[CH:6]=[CH:5][CH:4]=[CH:3][CH:2]=1.[Cl:10][C:11]1[C:20]2[CH2:19][CH2:18][CH2:17][CH2:16][C:15]=2[C:14](Cl)=[N:13][N:12]=1.O1CCOCC1.C(=O)([O-])[O-].[Na+].[Na+], predict the reaction product. The product is: [Cl:10][C:11]1[C:1]2[CH2:6][CH2:5][CH2:4][CH2:3][C:2]=2[C:14]([C:15]2[CH:16]=[CH:17][CH:18]=[CH:19][CH:20]=2)=[N:13][N:12]=1. (6) Given the reactants Cl[C:2]1[N:10]=[CH:9][CH:8]=[CH:7][C:3]=1[C:4]([OH:6])=[O:5].[NH2:11][C:12]1[CH:17]=[CH:16][CH:15]=[CH:14][CH:13]=1, predict the reaction product. The product is: [C:12]1([NH:11][C:2]2[N:10]=[CH:9][CH:8]=[CH:7][C:3]=2[C:4]([OH:6])=[O:5])[CH:17]=[CH:16][CH:15]=[CH:14][CH:13]=1. (7) Given the reactants [F:1][C:2]([F:36])([CH:8](O)[C:9]1[CH:14]=[CH:13][C:12]([C:15]2[N:19]([C:20]3[CH:25]=[CH:24][C:23]([O:26][CH:27]([CH3:29])[CH3:28])=[C:22]([C:30]([F:33])([F:32])[F:31])[CH:21]=3)[CH2:18][O:17][N:16]=2)=[C:11]([CH3:34])[CH:10]=1)[C:3]([O:5][CH2:6][CH3:7])=[O:4].ClC(=O)C(OC)=O, predict the reaction product. The product is: [F:36][C:2]([F:1])([CH2:8][C:9]1[CH:14]=[CH:13][C:12]([C:15]2[N:19]([C:20]3[CH:25]=[CH:24][C:23]([O:26][CH:27]([CH3:28])[CH3:29])=[C:22]([C:30]([F:31])([F:32])[F:33])[CH:21]=3)[CH2:18][O:17][N:16]=2)=[C:11]([CH3:34])[CH:10]=1)[C:3]([O:5][CH2:6][CH3:7])=[O:4]. (8) Given the reactants I[C:2]1[CH:7]=[CH:6][CH:5]=[CH:4][C:3]=1O.[C:9]1([C:15]#[CH:16])[CH:14]=[CH:13][CH:12]=[CH:11][CH:10]=1, predict the reaction product. The product is: [C:2]1([C:16]#[C:15][C:9]2[CH:14]=[CH:13][CH:12]=[CH:11][CH:10]=2)[CH:7]=[CH:6][CH:5]=[CH:4][CH:3]=1. (9) Given the reactants Br[C:2]1[CH:7]=[CH:6][C:5]([C:8]2[N:12]=[C:11]([N:13]3[C:17]([CH3:19])([CH3:18])[CH2:16][O:15][C:14]3=[O:20])[S:10][N:9]=2)=[CH:4][CH:3]=1.[CH3:21][N:22](C)C=O, predict the reaction product. The product is: [CH3:18][C:17]1([CH3:19])[CH2:16][O:15][C:14](=[O:20])[N:13]1[C:11]1[S:10][N:9]=[C:8]([C:5]2[CH:6]=[CH:7][C:2]([C:21]#[N:22])=[CH:3][CH:4]=2)[N:12]=1. (10) Given the reactants Cl[C:2]1[N:6]([CH3:7])[C:5]2[CH:8]=[CH:9][C:10]([N+:12]([O-:14])=[O:13])=[CH:11][C:4]=2[N:3]=1.[C:15]([C:19]1[O:23][N:22]=[C:21]([NH2:24])[CH:20]=1)([CH3:18])([CH3:17])[CH3:16], predict the reaction product. The product is: [C:15]([C:19]1[O:23][N:22]=[C:21]([NH:24][C:2]2[N:6]([CH3:7])[C:5]3[CH:8]=[CH:9][C:10]([N+:12]([O-:14])=[O:13])=[CH:11][C:4]=3[N:3]=2)[CH:20]=1)([CH3:18])([CH3:17])[CH3:16].